From a dataset of Reaction yield outcomes from USPTO patents with 853,638 reactions. Predict the reaction yield, written as a fraction of the theoretical maximum amount of product (1.0 means a 100% yield; for example, 0.34 means a 34% yield). (1) The reactants are Cl.C([O:6][C:7]([C:9]1[CH:10]=[C:11]([C:27]([NH:29][CH2:30][C:31]2[CH:36]=[CH:35][C:34]([S:37]([CH3:40])(=[O:39])=[O:38])=[CH:33][CH:32]=2)=[O:28])[C:12](=[O:26])[N:13]([C:16]2[CH:21]=[CH:20][CH:19]=[C:18]([C:22]([F:25])([F:24])[F:23])[CH:17]=2)[C:14]=1[CH3:15])=[CH2:8])CCC.C(=O)([O-])O.[Na+]. The catalyst is CN(C=O)C. The product is [C:7]([C:9]1[CH:10]=[C:11]([C:27]([NH:29][CH2:30][C:31]2[CH:36]=[CH:35][C:34]([S:37]([CH3:40])(=[O:39])=[O:38])=[CH:33][CH:32]=2)=[O:28])[C:12](=[O:26])[N:13]([C:16]2[CH:21]=[CH:20][CH:19]=[C:18]([C:22]([F:25])([F:24])[F:23])[CH:17]=2)[C:14]=1[CH3:15])(=[O:6])[CH3:8]. The yield is 0.510. (2) The reactants are [CH2:1]([CH:3]=[CH:4][PH:5](=[O:7])[OH:6])[CH3:2].[CH2:8](O)[CH2:9][CH2:10][CH2:11][OH:12]. The catalyst is C1(C)C=CC=CC=1. The product is [CH2:1]([CH:3]=[CH:4][PH:5](=[O:6])[O:7][CH2:8][CH2:9][CH2:10][CH2:11][OH:12])[CH3:2]. The yield is 0.900.